Dataset: NCI-60 drug combinations with 297,098 pairs across 59 cell lines. Task: Regression. Given two drug SMILES strings and cell line genomic features, predict the synergy score measuring deviation from expected non-interaction effect. Drug 1: CC(CN1CC(=O)NC(=O)C1)N2CC(=O)NC(=O)C2. Drug 2: COC1=NC(=NC2=C1N=CN2C3C(C(C(O3)CO)O)O)N. Cell line: SK-MEL-5. Synergy scores: CSS=21.6, Synergy_ZIP=1.86, Synergy_Bliss=11.4, Synergy_Loewe=0.0922, Synergy_HSA=5.96.